From a dataset of Forward reaction prediction with 1.9M reactions from USPTO patents (1976-2016). Predict the product of the given reaction. Given the reactants [N:1]1([CH2:7][CH2:8][NH2:9])[CH2:6][CH2:5][CH2:4][CH2:3][CH2:2]1.F[P-](F)(F)(F)(F)F.N1(O[P+](N(C)C)(N(C)C)N(C)C)C2C=CC=CC=2N=N1.C(N(CC)CC)C.[Cl:44][C:45]1[CH:53]=[CH:52][C:48]([C:49](O)=[O:50])=[C:47]([NH:54][CH2:55][CH3:56])[CH:46]=1, predict the reaction product. The product is: [Cl:44][C:45]1[CH:53]=[CH:52][C:48]([C:49]([NH:9][CH2:8][CH2:7][N:1]2[CH2:6][CH2:5][CH2:4][CH2:3][CH2:2]2)=[O:50])=[C:47]([NH:54][CH2:55][CH3:56])[CH:46]=1.